From a dataset of Catalyst prediction with 721,799 reactions and 888 catalyst types from USPTO. Predict which catalyst facilitates the given reaction. (1) Reactant: [SH:1][C:2]1[CH:3]=[C:4]2[C:8](=[CH:9][CH:10]=1)[CH2:7][CH:6]([NH:11][C:12](=O)[CH3:13])[CH2:5]2.[H-].[H-].[H-].[H-].[Li+].[Al+3].CO.Br[C:24]([CH3:33])([CH3:32])[C:25]([O:27][C:28]([CH3:31])([CH3:30])[CH3:29])=[O:26].[OH-].[Na+]. Product: [CH2:12]([NH:11][CH:6]1[CH2:5][C:4]2[C:8](=[CH:9][CH:10]=[C:2]([S:1][C:24]([CH3:33])([CH3:32])[C:25]([O:27][C:28]([CH3:31])([CH3:30])[CH3:29])=[O:26])[CH:3]=2)[CH2:7]1)[CH3:13]. The catalyst class is: 20. (2) Reactant: [CH2:1]([S:8][CH:9]([CH:42]=O)[CH2:10][NH:11][C:12]([C:14]1[NH:15][C:16]2[C:21]([CH:22]=1)=[CH:20][C:19]([O:23][CH2:24][CH2:25][CH2:26][S:27]([CH3:30])(=[O:29])=[O:28])=[CH:18][C:17]=2[N:31]([CH3:41])[S:32]([C:35]1[CH:40]=[CH:39][CH:38]=[CH:37][N:36]=1)(=[O:34])=[O:33])=[O:13])[C:2]1[CH:7]=[CH:6][CH:5]=[CH:4][CH:3]=1.[NH:44]1[CH2:49][CH2:48][O:47][CH2:46][CH2:45]1.C(O[BH-](OC(=O)C)OC(=O)C)(=O)C.[Na+].C(O)(=O)CC(CC(O)=O)(C(O)=O)O.C(=O)([O-])O.[Na+]. The catalyst class is: 7. Product: [CH2:1]([S:8][CH:9]([CH2:42][N:44]1[CH2:49][CH2:48][O:47][CH2:46][CH2:45]1)[CH2:10][NH:11][C:12]([C:14]1[NH:15][C:16]2[C:21]([CH:22]=1)=[CH:20][C:19]([O:23][CH2:24][CH2:25][CH2:26][S:27]([CH3:30])(=[O:29])=[O:28])=[CH:18][C:17]=2[N:31]([CH3:41])[S:32]([C:35]1[CH:40]=[CH:39][CH:38]=[CH:37][N:36]=1)(=[O:34])=[O:33])=[O:13])[C:2]1[CH:3]=[CH:4][CH:5]=[CH:6][CH:7]=1. (3) Reactant: [CH3:1][C:2]1[NH:3][C:4]2[CH:10]=[C:9]([N:11]3[C:16]([CH3:17])=[CH:15][C:14]([OH:18])=[CH:13][C:12]3=[O:19])[C:8]([CH3:20])=[CH:7][C:5]=2[N:6]=1.C1CCN2C(=NCCC2)CC1.[F:32][C:33]1[CH:40]=[C:39]([F:41])[CH:38]=[CH:37][C:34]=1[CH2:35]Br. Product: [F:32][C:33]1[CH:40]=[C:39]([F:41])[CH:38]=[CH:37][C:34]=1[CH2:35][O:18][C:14]1[CH:15]=[C:16]([CH3:17])[N:11]([C:9]2[C:8]([CH3:20])=[CH:7][C:5]3[N:6]=[C:2]([CH3:1])[NH:3][C:4]=3[CH:10]=2)[C:12](=[O:19])[CH:13]=1. The catalyst class is: 179.